This data is from Reaction yield outcomes from USPTO patents with 853,638 reactions. The task is: Predict the reaction yield, written as a fraction of the theoretical maximum amount of product (1.0 means a 100% yield; for example, 0.34 means a 34% yield). (1) The reactants are [CH:1]([O:4][C:5]1[CH:6]=[C:7]([CH:10]=[CH:11][N:12]=1)[C:8]#N)([CH3:3])[CH3:2].[OH-:13].[Na+].Cl.[OH2:16]. The catalyst is C(O)C. The product is [CH:1]([O:4][C:5]1[CH:6]=[C:7]([CH:10]=[CH:11][N:12]=1)[C:8]([OH:16])=[O:13])([CH3:3])[CH3:2]. The yield is 0.660. (2) The reactants are [Cl:1][C:2]1[CH:3]=[C:4]([CH:7]=[CH:8][C:9]=1[CH2:10][N:11]1[C:19](=[O:20])[C:18]2[C:13](=[CH:14][CH:15]=[CH:16][CH:17]=2)[C:12]1=[O:21])[CH:5]=O.[C:22]([O-])([O-])=O.[K+].[K+]. The catalyst is O1CCOCC1.[Br-].C[P+](C1C=CC=CC=1)(C1C=CC=CC=1)C1C=CC=CC=1. The product is [Cl:1][C:2]1[CH:3]=[C:4]([CH:5]=[CH2:22])[CH:7]=[CH:8][C:9]=1[CH2:10][N:11]1[C:19](=[O:20])[C:18]2[C:13](=[CH:14][CH:15]=[CH:16][CH:17]=2)[C:12]1=[O:21]. The yield is 0.700. (3) The reactants are C([O:4][C:5]1[CH:17]=[CH:16][CH:15]=[C:14]2[C:6]=1[C:7](=[O:19])[C:8]1[CH:12]=[CH:11][S:10][C:9]=1[C:13]2=[O:18])(=O)C.Cl. The catalyst is C(Cl)Cl.[OH-].[Na+]. The product is [OH:4][C:5]1[CH:17]=[CH:16][CH:15]=[C:14]2[C:6]=1[C:7](=[O:19])[C:8]1[CH:12]=[CH:11][S:10][C:9]=1[C:13]2=[O:18]. The yield is 0.920. (4) The reactants are [C:1]([O:5][C:6]([N:8]1[CH2:20][C@@H:19]([CH3:21])[N:18]2[C@H:10]([CH2:11][C:12]3[C:17]2=[N:16][C:15]([CH2:22][OH:23])=[CH:14][CH:13]=3)[CH2:9]1)=[O:7])([CH3:4])([CH3:3])[CH3:2].C([Li])(C)(C)C.CN(C)C=O.C(O)(=O)CC(CC(O)=O)(C(O)=O)O. The catalyst is O1CCCC1. The product is [C:1]([O:5][C:6]([N:8]1[CH2:20][C@@H:19]([CH3:21])[N:18]2[C@H:10]([CH2:11][C:12]3[C:17]2=[N:16][C:15]([CH:22]=[O:23])=[CH:14][CH:13]=3)[CH2:9]1)=[O:7])([CH3:3])([CH3:2])[CH3:4]. The yield is 0.401. (5) The reactants are [C:1]([NH:5][CH2:6][CH2:7][NH:8][C:9]([C:11]1[CH:12]=[N:13][CH:14]=[C:15]([C:17]([NH:19][CH2:20][CH2:21][NH:22][C:23](=[O:26])[CH:24]=[CH2:25])=[O:18])[CH:16]=1)=[O:10])(=[O:4])[CH:2]=[CH2:3].[CH3:27][I:28]. The catalyst is CN(C=O)C. The product is [I-:28].[C:23]([NH:22][CH2:21][CH2:20][NH:19][C:17]([C:15]1[CH:14]=[N+:13]([CH3:27])[CH:12]=[C:11]([C:9](=[O:10])[NH:8][CH2:7][CH2:6][NH:5][C:1](=[O:4])[CH:2]=[CH2:3])[CH:16]=1)=[O:18])(=[O:26])[CH:24]=[CH2:25]. The yield is 0.890. (6) The catalyst is CN(C=O)C. The yield is 0.650. The reactants are CS(O[CH2:6][C@@H:7]([NH:15][C:16]([O:18][C:19]([CH3:22])([CH3:21])[CH3:20])=[O:17])[CH2:8][CH:9]1[CH2:14][CH2:13][CH2:12][CH2:11][CH2:10]1)(=O)=O.[N-:23]=[N+:24]=[N-:25].[Na+]. The product is [N:23]([CH2:6][C@@H:7]([NH:15][C:16](=[O:17])[O:18][C:19]([CH3:22])([CH3:21])[CH3:20])[CH2:8][CH:9]1[CH2:14][CH2:13][CH2:12][CH2:11][CH2:10]1)=[N+:24]=[N-:25].